Dataset: Retrosynthesis with 50K atom-mapped reactions and 10 reaction types from USPTO. Task: Predict the reactants needed to synthesize the given product. (1) Given the product COCc1ccc(C2(O)CCN(CC(O)c3ccc(OCc4ccccc4)c(Cl)c3)CC2)cc1, predict the reactants needed to synthesize it. The reactants are: COCc1ccc(C2(O)CCN(CC(=O)c3ccc(OCc4ccccc4)c(Cl)c3)CC2)cc1. (2) Given the product Nc1cnc2[nH]c(C3CCN(C(=O)OCc4ccccc4)CC3)nc2c1, predict the reactants needed to synthesize it. The reactants are: O=C(OCc1ccccc1)N1CCC(c2nc3cc([N+](=O)[O-])cnc3[nH]2)CC1. (3) The reactants are: O=c1cc(Cl)c2ccccc2o1.[N-]=[N+]=[N-]. Given the product [N-]=[N+]=Nc1cc(=O)oc2ccccc12, predict the reactants needed to synthesize it. (4) Given the product C/C(=C\CO)c1ccc(-c2ccco2)cc1, predict the reactants needed to synthesize it. The reactants are: CCOC(=O)/C=C(\C)c1ccc(-c2ccco2)cc1.